The task is: Binary Classification. Given a miRNA mature sequence and a target amino acid sequence, predict their likelihood of interaction.. This data is from Experimentally validated miRNA-target interactions with 360,000+ pairs, plus equal number of negative samples. (1) The miRNA is hsa-miR-6515-5p with sequence UUGGAGGGUGUGGAAGACAUC. The protein sequence of the target gene is MADNSSDECEEENNKEKKKTSQLTPQRGFSENEDDDDDDDDSSETDSDSDDDDEEHGAPLEGAYDPADYEHLPVSAEIKELFQYISRYTPQLIDLDHKLKPFIPDFIPAVGDIDAFLKVPRPDGKPDNLGLLVLDEPSTKQSDPTVLSLWLTENSKQHNITQHMKVKSLEDAEKNPKAIDTWIESISELHRSKPPATVHYTRPMPDIDTLMQEWSPEFEELLGKVSLPTAEIDCSLAEYIDMICAILDIPVYKSRIQSLHLLFSLYSEFKNSQHFKALAEGKKAFTPSSNSTSQAGDMET.... Result: 0 (no interaction). (2) The miRNA is hsa-miR-548aq-3p with sequence CAAAAACUGCAAUUACUUUUGC. The protein sequence of the target gene is MGWFTGIACLFWGVLLTARANYANGKNNVPRLKLSYKEMLESNNVITFNGLANSSSYHTFLLDEERSRLYVGAKDHIFSFNLVNIKDFQKIVWPVSYTRRDECKWAGKDILKECANFIKVLEAYNQTHLYACGTGAFHPICTYIEVGHHPEDNIFKLQDSHFENGRGKSPYDPKLLTASLLIDGELYSGTAADFMGRDFAIFRTLGHHHPIRTEQHDSRWLNDPRFISAHLIPESDNPEDDKVYFFFRENAIDGEHSGKATHARIGQICKNDFGGHRSLVNKWTTFLKARLICSVPGPNG.... Result: 0 (no interaction). (3) The miRNA is hsa-miR-1973 with sequence ACCGUGCAAAGGUAGCAUA. The protein sequence of the target gene is MRRFLLLYATQQGQAKAIAEEICEQAVVHGFSADLHCISESDKYDLKTETAPLVVVVSTTGTGDPPDTARKFVKEIQNQTLPVDFFAHLRYGLLGLGDSEYTYFCNGGKIIDKRLQELGARHFYDTGHADDCVGLELVVEPWIAGLWPALRKHFRSSRGQEEISGALPVASPASSRTDLVKSELLHIESQVELLRFDDSGRKDSEVLKQNAVNSNQSNVVIEDFESSLTRSVPPLSQASLNIPGLPPEYLQVHLQESLGQEESQVSVTSADPVFQVPISKAVQLTTNDAIKTTLLVELDI.... Result: 0 (no interaction). (4) The miRNA is hsa-miR-6083 with sequence CUUAUAUCAGAGGCUGUGGG. The protein sequence of the target gene is MSYGRPPPDVEGMTSLKVDNLTYRTSPDTLRRVFEKYGRVGDVYIPRDRYTKESRGFAFVRFHDKRDAEDAMDAMDGAVLDGRELRVQMARYGRPPDSHHSRRGPPPRRYGGGGYGRRSRSPRRRRRSRSRSRSRSRSRSRSRYSRSKSRSRTRSRSRSTSKSRSARRSKSKSSSVSRSRSRSRSRSRSRSPPPVSKRESKSRSRSKSPPKSPEEEGAVSS. Result: 1 (interaction). (5) The miRNA is hsa-miR-3686 with sequence AUCUGUAAGAGAAAGUAAAUGA. The protein sequence of the target gene is MDGRDFGPQRSVHGPPPPLLSGLAMDSHRVGAATAGRLPASGLPGPLPPGKYMAGLNLHPHPGEAFLGSFVASGMGPSASSHGSPVPLPSDLSFRSPTPSNLPMVQLWAAHAHEGFSHLPSGLYPSYLHLNHLEPPSSGSPLLSQLGQPSIFDTQKGQGPGGDGFYLPTAGAPGSLHSHAPSARTPGGGHSSGAPAKGSSSRDGPAKERAGRGGEPPPLFGKKDPRARGEEASGPRGVVDLTQEARAEGRQDRGPPRLAERLSPFLAESKTKNAALQPSVLTMCNGGAGDVGLPALVAEA.... Result: 1 (interaction).